Dataset: Forward reaction prediction with 1.9M reactions from USPTO patents (1976-2016). Task: Predict the product of the given reaction. (1) Given the reactants Br[C:2]1[CH:3]=[C:4]([CH:7]=[CH:8][C:9]=1[CH:10]1[N:15]([CH3:16])[C:14](=[O:17])[N:13]([C:18]2[CH:23]=[CH:22][CH:21]=[C:20]([C:24]([F:27])([F:26])[F:25])[CH:19]=2)[C:12]2[CH2:28][CH2:29][N:30]([CH3:33])[C:31](=[O:32])[C:11]1=2)[C:5]#[N:6].[CH3:34][N:35]1[C:40](=[O:41])[CH:39]=[CH:38][C:37](B(O)O)=[N:36]1.C(=O)([O-])[O-].[K+].[K+], predict the reaction product. The product is: [CH3:16][N:15]1[CH:10]([C:9]2[CH:8]=[CH:7][C:4]([C:5]#[N:6])=[CH:3][C:2]=2[C:37]2[CH:38]=[CH:39][C:40](=[O:41])[N:35]([CH3:34])[N:36]=2)[C:11]2[C:31](=[O:32])[N:30]([CH3:33])[CH2:29][CH2:28][C:12]=2[N:13]([C:18]2[CH:23]=[CH:22][CH:21]=[C:20]([C:24]([F:26])([F:25])[F:27])[CH:19]=2)[C:14]1=[O:17]. (2) Given the reactants ClCCl.[CH3:4][O:5][C:6](=[O:15])[C:7]1[CH:12]=[CH:11][C:10]([OH:13])=[CH:9][C:8]=1[F:14].[F:16][C:17]([F:30])([F:29])[S:18](O[S:18]([C:17]([F:30])([F:29])[F:16])(=[O:20])=[O:19])(=[O:20])=[O:19], predict the reaction product. The product is: [CH3:4][O:5][C:6](=[O:15])[C:7]1[CH:12]=[CH:11][C:10]([O:13][S:18]([C:17]([F:30])([F:29])[F:16])(=[O:20])=[O:19])=[CH:9][C:8]=1[F:14].